From a dataset of Reaction yield outcomes from USPTO patents with 853,638 reactions. Predict the reaction yield, written as a fraction of the theoretical maximum amount of product (1.0 means a 100% yield; for example, 0.34 means a 34% yield). (1) The reactants are C1([C@@H](N[C:10](=[O:19])[CH2:11][C@H:12]([CH2:17][OH:18])[CH2:13][CH2:14][CH2:15][CH3:16])C)C=CC=CC=1. The catalyst is OS(O)(=O)=O.O1CCOCC1. The product is [CH2:13]([C@H:12]1[CH2:17][O:18][C:10](=[O:19])[CH2:11]1)[CH2:14][CH2:15][CH3:16]. The yield is 0.780. (2) The reactants are [NH:1]1[CH2:5][CH2:4][C@@H:3]([NH:6][C:7](=[O:13])[O:8][C:9]([CH3:12])([CH3:11])[CH3:10])[CH2:2]1.CCN(C(C)C)C(C)C.[CH:23]12[CH2:32][CH:27]3[CH2:28][CH:29]([CH2:31][CH:25]([CH2:26]3)[CH:24]1[N:33]=[C:34]=[O:35])[CH2:30]2.Cl. The catalyst is C(Cl)Cl. The product is [CH:25]12[CH2:31][CH:29]3[CH2:28][CH:27]([CH2:32][CH:23]([CH2:30]3)[CH:24]1[NH:33][C:34]([N:1]1[CH2:5][CH2:4][C@@H:3]([NH:6][C:7](=[O:13])[O:8][C:9]([CH3:10])([CH3:12])[CH3:11])[CH2:2]1)=[O:35])[CH2:26]2. The yield is 0.150. (3) The reactants are C([O:5][C:6](=[O:37])[CH2:7][O:8][C:9]1[C:14]2[CH2:15][CH2:16][CH2:17][CH2:18][CH:19]([NH:20][S:21]([C:24]3[CH:29]=[CH:28][C:27]([C:30]4[CH:35]=[CH:34][C:33]([OH:36])=[CH:32][CH:31]=4)=[CH:26][CH:25]=3)(=[O:23])=[O:22])[C:13]=2[CH:12]=[CH:11][CH:10]=1)(C)(C)C.[OH-].[Na+]. The catalyst is C1COCC1. The product is [OH:36][C:33]1[CH:34]=[CH:35][C:30]([C:27]2[CH:28]=[CH:29][C:24]([S:21]([NH:20][CH:19]3[C:13]4[CH:12]=[CH:11][CH:10]=[C:9]([O:8][CH2:7][C:6]([OH:37])=[O:5])[C:14]=4[CH2:15][CH2:16][CH2:17][CH2:18]3)(=[O:22])=[O:23])=[CH:25][CH:26]=2)=[CH:31][CH:32]=1. The yield is 0.500. (4) The reactants are [Li]CC[CH2:4][CH3:5].C(N[CH:10]([CH3:12])[CH3:11])(C)C.S1C2C=CC=CC=2N=C1S([CH2:25][CH2:26][CH2:27][CH2:28][CH2:29][CH2:30][CH2:31][CH2:32][CH3:33])(=O)=O.[C:34]([O:37][CH:38]1C(OC(OCC)C)(C)C[CH2:41][CH:42]([O:57][CH:58]([O:60][CH2:61][CH3:62])[CH3:59])[CH2:43][C:44]([O:46][CH:47](/[C:52](/[CH3:56])=[CH:53]/[CH:54]=O)[CH:48]([CH3:51])[CH:49]=[CH:50]1)=[O:45])(=[O:36])[CH3:35].[Cl-].[NH4+]. The catalyst is CCCCCC.O1CCCC1.C(OCC)(=O)C. The product is [C:34]([O:37][CH:38]1[C:10]([O:36][CH:34]([O:37][CH2:4][CH3:5])[CH3:35])([CH3:11])[CH2:12][CH2:41][CH:42]([O:57][CH:58]([O:60][CH2:61][CH3:62])[CH3:59])[CH2:43][C:44]([O:46][CH:47](/[C:52](/[CH3:56])=[CH:53]/[CH:54]=[CH:33][CH2:32][CH2:31][CH2:30][CH2:29][CH2:28][CH2:27][CH2:26][CH3:25])[CH:48]([CH3:51])[CH:49]=[CH:50]1)=[O:45])(=[O:36])[CH3:35]. The yield is 0.380.